Dataset: Reaction yield outcomes from USPTO patents with 853,638 reactions. Task: Predict the reaction yield, written as a fraction of the theoretical maximum amount of product (1.0 means a 100% yield; for example, 0.34 means a 34% yield). The catalyst is C(Cl)Cl. The yield is 0.600. The product is [C:16]([C:9]1[S:8][C:7]([C:11]([O:13][CH3:14])=[O:12])=[C:6]([CH3:5])[CH:10]=1)([CH3:19])([CH3:18])[CH3:17]. The reactants are [Al+3].[Cl-].[Cl-].[Cl-].[CH3:5][C:6]1[CH:10]=[CH:9][S:8][C:7]=1[C:11]([O:13][CH3:14])=[O:12].Cl[C:16]([CH3:19])([CH3:18])[CH3:17].